From a dataset of Reaction yield outcomes from USPTO patents with 853,638 reactions. Predict the reaction yield, written as a fraction of the theoretical maximum amount of product (1.0 means a 100% yield; for example, 0.34 means a 34% yield). (1) The yield is 0.850. The product is [C:1]([O:5][C:6]([NH:8][C@@H:9]([CH:13]([CH3:15])[CH3:14])[C:10]([O:12][CH3:16])=[O:11])=[O:7])([CH3:4])([CH3:3])[CH3:2]. The catalyst is CN(C=O)C. The reactants are [C:1]([O:5][C:6]([NH:8][C@@H:9]([CH:13]([CH3:15])[CH3:14])[C:10]([OH:12])=[O:11])=[O:7])([CH3:4])([CH3:3])[CH3:2].[C:16]([O-])([O-])=O.[K+].[K+].CI. (2) The reactants are S(S([O-])=O)([O-])=O.[Na+].[Na+].C(=O)([O-])O.[Na+].[F:14][C:15]([F:24])([F:23])[C:16]1[CH:22]=[CH:21][CH:20]=[CH:19][C:17]=1[NH2:18].[F:25][C:26](I)([F:31])[C:27]([F:30])([F:29])[F:28]. The catalyst is CN(C=O)C.C(OCC)(=O)C.O. The product is [F:25][C:26]([F:31])([C:21]1[CH:20]=[CH:19][C:17]([NH2:18])=[C:16]([C:15]([F:23])([F:24])[F:14])[CH:22]=1)[C:27]([F:30])([F:29])[F:28]. The yield is 0.210. (3) The reactants are [F:1][C:2]1[C:7]([F:8])=[CH:6][CH:5]=[CH:4][C:3]=1[CH:9]1[CH2:14][C:13](=[O:15])[NH:12][C:11]([CH3:16])=[C:10]1[C:17]([OH:19])=O.CN(C=O)C.C(Cl)(=O)C(Cl)=O.[F:31][C:32]1[CH:40]=[C:39]2[C:35]([CH:36]=[N:37][NH:38]2)=[CH:34][C:33]=1[NH2:41]. The catalyst is C(Cl)Cl.N1C=CC=CC=1.CCOC(C)=O. The product is [F:1][C:2]1[C:7]([F:8])=[CH:6][CH:5]=[CH:4][C:3]=1[CH:9]1[CH2:14][C:13](=[O:15])[NH:12][C:11]([CH3:16])=[C:10]1[C:17]([NH:41][C:33]1[CH:34]=[C:35]2[C:39](=[CH:40][C:32]=1[F:31])[NH:38][N:37]=[CH:36]2)=[O:19]. The yield is 0.570.